Dataset: Reaction yield outcomes from USPTO patents with 853,638 reactions. Task: Predict the reaction yield, written as a fraction of the theoretical maximum amount of product (1.0 means a 100% yield; for example, 0.34 means a 34% yield). (1) The reactants are [Cl:1][C:2]1[CH:3]=[N:4][CH:5]=[CH:6][C:7]=1[C:8]([OH:10])=O.C(N(C(C)C)CC)(C)C.CN(C(ON1N=NC2C=CC=NC1=2)=[N+](C)C)C.F[P-](F)(F)(F)(F)F.[NH2:44][C:45]1[C:49]2[CH:50]=[C:51]([Br:54])[CH:52]=[CH:53][C:48]=2[O:47][C:46]=1[C:55]([NH2:57])=[O:56]. The catalyst is ClCCl.CC(N(C)C)=O. The product is [Br:54][C:51]1[CH:52]=[CH:53][C:48]2[O:47][C:46]([C:55](=[O:56])[NH2:57])=[C:45]([NH:44][C:8](=[O:10])[C:7]3[CH:6]=[CH:5][N:4]=[CH:3][C:2]=3[Cl:1])[C:49]=2[CH:50]=1. The yield is 0.740. (2) The reactants are [F:1][C:2]1[CH:7]=[CH:6][C:5]([N:8]2[C:12]([CH3:13])=[CH:11][C:10]([CH:14]=[O:15])=[C:9]2[CH3:16])=[C:4]([C:17]([F:20])([F:19])[F:18])[CH:3]=1.[O-:21][Mn](=O)(=O)=O.[K+].OO. The catalyst is CC(C)=O. The product is [F:1][C:2]1[CH:7]=[CH:6][C:5]([N:8]2[C:12]([CH3:13])=[CH:11][C:10]([C:14]([OH:21])=[O:15])=[C:9]2[CH3:16])=[C:4]([C:17]([F:20])([F:18])[F:19])[CH:3]=1. The yield is 0.620. (3) The product is [CH:1]1([C:4]2[C:5]([O:18][CH2:19][C:20]34[CH2:26][CH:25]3[CH2:24][CH:23]([F:34])[CH2:22][CH2:21]4)=[CH:6][C:7]([F:17])=[C:8]([CH:16]=2)[C:9]([OH:11])=[O:10])[CH2:2][CH2:3]1. The catalyst is C(Cl)(Cl)Cl. The reactants are [CH:1]1([C:4]2[C:5]([O:18][CH2:19][C:20]34[CH2:26][CH:25]3[CH2:24][CH:23](O)[CH2:22][CH2:21]4)=[CH:6][C:7]([F:17])=[C:8]([CH:16]=2)[C:9]([O:11]C(C)(C)C)=[O:10])[CH2:3][CH2:2]1.C(N(S(F)(F)[F:34])CC)C.FC(F)(F)C(O)=O. The yield is 0.950. (4) The reactants are [Br:1][C:2]1[CH:7]=[CH:6][C:5]([C@@H:8]([CH3:17])[C:9](N2CCOC2=O)=[O:10])=[C:4]([F:18])[CH:3]=1.[BH4-].[Na+]. No catalyst specified. The product is [Br:1][C:2]1[CH:7]=[CH:6][C:5]([C@@H:8]([CH3:17])[CH2:9][OH:10])=[C:4]([F:18])[CH:3]=1. The yield is 0.870.